From a dataset of Full USPTO retrosynthesis dataset with 1.9M reactions from patents (1976-2016). Predict the reactants needed to synthesize the given product. (1) Given the product [CH3:27][S:28]([O:18][C:10]12[CH2:16][CH:14]3[CH2:13][CH:12]([CH2:17][C:8]([NH:7][C:6]([O:5][C:1]([CH3:4])([CH3:2])[CH3:3])=[O:19])([CH2:15]3)[CH2:9]1)[CH2:11]2)(=[O:30])=[O:29], predict the reactants needed to synthesize it. The reactants are: [C:1]([O:5][C:6](=[O:19])[NH:7][C:8]12[CH2:17][CH:12]3[CH2:13][CH:14]([CH2:16][C:10]([OH:18])([CH2:11]3)[CH2:9]1)[CH2:15]2)([CH3:4])([CH3:3])[CH3:2].C(N(CC)CC)C.[CH3:27][S:28](Cl)(=[O:30])=[O:29]. (2) Given the product [OH:1][CH2:2][C:3]([NH:6][C:7](=[O:33])[C:8]1[CH:13]=[CH:12][C:11]([CH:14]([C:26]2[CH:31]=[CH:30][CH:29]=[CH:28][C:27]=2[CH3:32])[CH2:15]/[C:16](=[N:35]\[OH:36])/[C:18]2[CH:23]=[CH:22][C:21](=[O:24])[N:20]([CH3:25])[CH:19]=2)=[CH:10][CH:9]=1)([CH3:5])[CH3:4], predict the reactants needed to synthesize it. The reactants are: [OH:1][CH2:2][C:3]([NH:6][C:7](=[O:33])[C:8]1[CH:13]=[CH:12][C:11]([CH:14]([C:26]2[CH:31]=[CH:30][CH:29]=[CH:28][C:27]=2[CH3:32])[CH2:15][C:16]([C:18]2[CH:23]=[CH:22][C:21](=[O:24])[N:20]([CH3:25])[CH:19]=2)=O)=[CH:10][CH:9]=1)([CH3:5])[CH3:4].Cl.[NH2:35][OH:36].C(=O)([O-])O.[Na+]. (3) Given the product [CH3:2][O:3][C:4]1[CH:5]=[C:6]([C:12]2[C@@H:21]3[C@@H:16]([CH2:17][CH2:18][CH2:19][CH2:20]3)[C:15](=[O:22])[N:14]([CH:23]3[CH2:24][CH2:25][N:26]([C:39](=[O:40])[C@@H:37]([NH:36][C:34](=[O:35])[O:33][C:29]([CH3:31])([CH3:30])[CH3:32])[CH3:38])[CH2:27][CH2:28]3)[N:13]=2)[CH:7]=[CH:8][C:9]=1[O:10][CH3:11], predict the reactants needed to synthesize it. The reactants are: Cl.[CH3:2][O:3][C:4]1[CH:5]=[C:6]([C:12]2[C@@H:21]3[C@@H:16]([CH2:17][CH2:18][CH2:19][CH2:20]3)[C:15](=[O:22])[N:14]([CH:23]3[CH2:28][CH2:27][NH:26][CH2:25][CH2:24]3)[N:13]=2)[CH:7]=[CH:8][C:9]=1[O:10][CH3:11].[C:29]([O:33][C:34]([NH:36][C@H:37]([C:39](O)=[O:40])[CH3:38])=[O:35])([CH3:32])([CH3:31])[CH3:30].CCN(C(C)C)C(C)C.C(=O)(O)[O-].[Na+]. (4) Given the product [C:25]([N:23]1[C@H:22]2[C@H:21]([N:35]([C:6]([O:8][C:9]3[CH:14]=[CH:13][CH:12]=[CH:11][C:10]=3[O:15][CH:16]([CH3:18])[CH3:17])=[O:7])[CH2:34][CH2:33]2)[C@@H:20]([OH:19])[CH2:24]1)(=[O:26])[C:27]1[CH:32]=[CH:31][CH:30]=[CH:29][CH:28]=1, predict the reactants needed to synthesize it. The reactants are: N1([C:6]([O:8][C:9]2[CH:14]=[CH:13][CH:12]=[CH:11][C:10]=2[O:15][CH:16]([CH3:18])[CH3:17])=[O:7])C=CN=C1.[OH:19][C@H:20]1[CH2:24][N:23]([C:25]([C:27]2[CH:32]=[CH:31][CH:30]=[CH:29][CH:28]=2)=[O:26])[C@@H:22]2[CH2:33][CH2:34][NH:35][C@H:21]12. (5) Given the product [N:20]1[CH:21]=[CH:22][CH:23]=[CH:24][C:19]=1[C:2]1[CH:3]=[C:4]([CH:6]2[CH2:11][CH2:10][N:9]([C:12]([O:14][C:15]([CH3:18])([CH3:17])[CH3:16])=[O:13])[CH2:8][CH2:7]2)[NH:27][N:26]=1, predict the reactants needed to synthesize it. The reactants are: O=[C:2]([C:19]1[CH:24]=[CH:23][CH:22]=[CH:21][N:20]=1)[CH2:3][C:4]([CH:6]1[CH2:11][CH2:10][N:9]([C:12]([O:14][C:15]([CH3:18])([CH3:17])[CH3:16])=[O:13])[CH2:8][CH2:7]1)=O.O.[NH2:26][NH2:27]. (6) Given the product [O:7]1[CH2:11][CH2:10][O:9][CH:8]1[C:12]1[CH:17]=[C:16]([O:18][CH3:19])[CH:15]=[CH:14][C:13]=1[CH2:6][CH2:5][O:4][NH:23][CH:26]=[O:31], predict the reactants needed to synthesize it. The reactants are: ClC([O:4][CH2:5][CH3:6])=O.[O:7]1[CH2:11][CH2:10][O:9][CH:8]1[C:12]1[CH:17]=[C:16]([O:18][CH3:19])[CH:15]=[CH:14][C:13]=1N.C([N:23]([CH2:26]C)CC)C.C1C[O:31]CC1. (7) Given the product [CH3:1][O:2][CH2:3][CH2:4][O:5][CH2:6][C:7]([O:9][CH2:12][C:13]1[CH:18]=[CH:17][CH:16]=[CH:15][CH:14]=1)=[O:8], predict the reactants needed to synthesize it. The reactants are: [CH3:1][O:2][CH2:3][CH2:4][O:5][CH2:6][C:7]([OH:9])=[O:8].[OH-].[Na+].[CH2:12](Br)[C:13]1[CH:18]=[CH:17][CH:16]=[CH:15][CH:14]=1. (8) Given the product [N:32]([CH2:12][C@H:13]1[CH2:22][CH2:21][C:20]2[C:15](=[C:16]([C:24]3[CH:29]=[CH:28][C:27]([Cl:30])=[CH:26][C:25]=3[CH3:31])[C:17]([F:23])=[CH:18][CH:19]=2)[O:14]1)=[N+:33]=[N-:34], predict the reactants needed to synthesize it. The reactants are: CC1C=CC(S(O[CH2:12][C@H:13]2[CH2:22][CH2:21][C:20]3[C:15](=[C:16]([C:24]4[CH:29]=[CH:28][C:27]([Cl:30])=[CH:26][C:25]=4[CH3:31])[C:17]([F:23])=[CH:18][CH:19]=3)[O:14]2)(=O)=O)=CC=1.[N-:32]=[N+:33]=[N-:34].[Na+].